This data is from Catalyst prediction with 721,799 reactions and 888 catalyst types from USPTO. The task is: Predict which catalyst facilitates the given reaction. (1) Reactant: [F:1][C:2]1([F:44])[CH2:7][C@H:6]([O:8][C:9]2[CH:14]=[CH:13][C:12]([S:15]([N:18](CC3C=CC(OC)=CC=3OC)[C:19]3[CH:24]=[CH:23][N:22]=[CH:21][N:20]=3)(=[O:17])=[O:16])=[C:11]([F:36])[C:10]=2[CH3:37])[C@@H:5]([C:38]2[N:42]([CH3:43])[N:41]=[CH:40][CH:39]=2)[CH2:4][CH2:3]1.C([SiH](CC)CC)C.FC(F)(F)C(O)=O. Product: [F:44][C:2]1([F:1])[CH2:7][C@H:6]([O:8][C:9]2[CH:14]=[CH:13][C:12]([S:15]([NH:18][C:19]3[CH:24]=[CH:23][N:22]=[CH:21][N:20]=3)(=[O:16])=[O:17])=[C:11]([F:36])[C:10]=2[CH3:37])[C@@H:5]([C:38]2[N:42]([CH3:43])[N:41]=[CH:40][CH:39]=2)[CH2:4][CH2:3]1. The catalyst class is: 4. (2) Reactant: [CH3:1][O:2][C:3]1[CH:4]=[C:5]([C:11]([C@@H:13]2[C@:22]3([CH3:23])[C@H:17]([C:18]([CH3:25])([CH3:24])[CH2:19][CH2:20][CH2:21]3)[CH2:16][C@@H:15]([NH2:26])[C@H:14]2[CH3:27])=[O:12])[CH:6]=[C:7]([O:9][CH3:10])[CH:8]=1.F[P-](F)(F)(F)(F)F.N1(O[P+](N2CCCC2)(N2CCCC2)N2CCCC2)C2C=CC=CC=2N=N1.[CH3:61][C:62]1[CH:63]=[CH:64][C:65]([C:68](O)=[O:69])=[CH:66][CH:67]=1.C(N(CC)C(C)C)(C)C. Product: [CH3:10][O:9][C:7]1[CH:6]=[C:5]([C:11]([C@@H:13]2[C@:22]3([CH3:23])[C@H:17]([C:18]([CH3:25])([CH3:24])[CH2:19][CH2:20][CH2:21]3)[CH2:16][C@@H:15]([NH:26][C:68](=[O:69])[C:65]3[CH:66]=[CH:67][C:62]([CH3:61])=[CH:63][CH:64]=3)[C@H:14]2[CH3:27])=[O:12])[CH:4]=[C:3]([O:2][CH3:1])[CH:8]=1. The catalyst class is: 329. (3) Product: [F:31][C:23]1[CH:24]=[C:25]([C:28]([N:32]2[CH2:37][CH2:36][CH2:35][C@@H:34]([OH:38])[CH2:33]2)=[O:30])[CH:26]=[CH:27][C:22]=1[C:5]1[CH:6]=[CH:7][C:8]([O:9][CH2:10][CH:11]2[CH2:16][CH2:15][N:14]([CH2:17][C:18]([F:21])([CH3:19])[CH3:20])[CH2:13][CH2:12]2)=[C:3]([C:1]#[N:2])[CH:4]=1. Reactant: [C:1]([C:3]1[CH:4]=[C:5]([C:22]2[CH:27]=[CH:26][C:25]([C:28]([OH:30])=O)=[CH:24][C:23]=2[F:31])[CH:6]=[CH:7][C:8]=1[O:9][CH2:10][CH:11]1[CH2:16][CH2:15][N:14]([CH2:17][C:18]([F:21])([CH3:20])[CH3:19])[CH2:13][CH2:12]1)#[N:2].[NH:32]1[CH2:37][CH2:36][CH2:35][C@@H:34]([OH:38])[CH2:33]1.C1C=CC2N(O)N=NC=2C=1.C(Cl)CCl.CCN(C(C)C)C(C)C. The catalyst class is: 34.